From a dataset of Full USPTO retrosynthesis dataset with 1.9M reactions from patents (1976-2016). Predict the reactants needed to synthesize the given product. Given the product [NH2:34][C:33]1[CH:32]=[C:31]([C:4]#[C:3][CH2:2][CH2:1][O:5][CH2:6][CH2:7][CH2:8][CH2:9][CH2:10][CH2:11][N:12]2[CH2:16][C@@H:15]([C:17]3[CH:28]=[CH:27][C:20]4[O:21][C:22]([CH3:25])([CH3:26])[O:23][CH2:24][C:19]=4[CH:18]=3)[O:14][C:13]2=[O:29])[CH:37]=[CH:36][CH:35]=1, predict the reactants needed to synthesize it. The reactants are: [CH2:1]([O:5][CH2:6][CH2:7][CH2:8][CH2:9][CH2:10][CH2:11][N:12]1[CH2:16][C@@H:15]([C:17]2[CH:28]=[CH:27][C:20]3[O:21][C:22]([CH3:26])([CH3:25])[O:23][CH2:24][C:19]=3[CH:18]=2)[O:14][C:13]1=[O:29])[CH2:2][C:3]#[CH:4].I[C:31]1[CH:32]=[C:33]([CH:35]=[CH:36][CH:37]=1)[NH2:34].C(#N)C.